From a dataset of Reaction yield outcomes from USPTO patents with 853,638 reactions. Predict the reaction yield, written as a fraction of the theoretical maximum amount of product (1.0 means a 100% yield; for example, 0.34 means a 34% yield). (1) The reactants are [CH:1]1(O)[CH2:6][CH2:5][CH2:4][CH2:3][CH2:2]1.[H-].[Na+].CC1C=CC(S([O:20][CH2:21][CH2:22][O:23][C:24]2[CH:29]=[CH:28][C:27]([CH2:30][C:31]3[CH:36]=[C:35]([Br:37])[CH:34]=[CH:33][C:32]=3[Cl:38])=[CH:26][CH:25]=2)(=O)=O)=CC=1. The catalyst is C1COCC1. The product is [Br:37][C:35]1[CH:34]=[CH:33][C:32]([Cl:38])=[C:31]([CH2:30][C:27]2[CH:26]=[CH:25][C:24]([O:23][CH2:22][CH2:21][O:20][CH:1]3[CH2:6][CH2:5][CH2:4][CH2:3][CH2:2]3)=[CH:29][CH:28]=2)[CH:36]=1. The yield is 0.566. (2) The reactants are FC(F)(F)C(O)=O.[NH2:8][CH2:9][CH:10]([NH:18][C:19]([C:21]1([NH:36]C(=O)OC(C)(C)C)[CH2:26][CH2:25][N:24]([C:27]2[C:28]3[CH:35]=[CH:34][NH:33][C:29]=3[N:30]=[CH:31][N:32]=2)[CH2:23][CH2:22]1)=[O:20])[C:11]1[CH:16]=[CH:15][C:14]([Cl:17])=[CH:13][CH:12]=1. The catalyst is C(Cl)Cl. The product is [NH2:36][C:21]1([C:19]([NH:18][CH:10]([C:11]2[CH:12]=[CH:13][C:14]([Cl:17])=[CH:15][CH:16]=2)[CH2:9][NH2:8])=[O:20])[CH2:22][CH2:23][N:24]([C:27]2[C:28]3[CH:35]=[CH:34][NH:33][C:29]=3[N:30]=[CH:31][N:32]=2)[CH2:25][CH2:26]1. The yield is 0.114. (3) The reactants are [N+]([O-])(O)=O.OS(O)(=O)=O.[CH3:10][C:11]1C=C(C=CC=1)C(O)=O.CC1C([N+]([O-])=O)=C(C([N+]([O-])=O)=CC=1)C(O)=O.[CH3:36][C:37]1[C:38]([N+:49]([O-:51])=[O:50])=[CH:39][C:40]([N+:46]([O-:48])=[O:47])=[C:41]([CH:45]=1)[C:42]([OH:44])=[O:43].O=S(Cl)Cl. The catalyst is CCO. The product is [CH2:10]([O:43][C:42](=[O:44])[C:41]1[CH:45]=[C:37]([CH3:36])[C:38]([N+:49]([O-:51])=[O:50])=[CH:39][C:40]=1[N+:46]([O-:48])=[O:47])[CH3:11]. The yield is 0.200. (4) The reactants are [OH:1][C:2]1[C:3](=[O:29])[C:4]([C:18]2[N:22]([C:23]3[CH:28]=[CH:27][CH:26]=[CH:25][CH:24]=3)[N:21]=[CH:20][CH:19]=2)=[N:5][N:6]([C:8]2[CH:13]=[CH:12][CH:11]=[C:10]([C:14]([F:17])([F:16])[F:15])[CH:9]=2)[CH:7]=1.I[CH:31]([CH3:33])[CH3:32].C([O-])([O-])=O.[K+].[K+].O. The catalyst is CN(C=O)C. The product is [CH3:32][CH:31]([O:1][C:2]1[C:3](=[O:29])[C:4]([C:18]2[N:22]([C:23]3[CH:24]=[CH:25][CH:26]=[CH:27][CH:28]=3)[N:21]=[CH:20][CH:19]=2)=[N:5][N:6]([C:8]2[CH:13]=[CH:12][CH:11]=[C:10]([C:14]([F:16])([F:15])[F:17])[CH:9]=2)[CH:7]=1)[CH3:33]. The yield is 0.720. (5) The reactants are [OH:1][C:2]1[CH:7]=[CH:6][C:5]([N+:8]([O-:10])=[O:9])=[CH:4][N:3]=1.Cl[C:12]([F:17])([F:16])C([O-])=O.[Na+]. The catalyst is C(#N)C. The product is [F:16][CH:12]([F:17])[O:1][C:2]1[CH:7]=[CH:6][C:5]([N+:8]([O-:10])=[O:9])=[CH:4][N:3]=1.[F:16][CH:12]([F:17])[N:3]1[CH:4]=[C:5]([N+:8]([O-:10])=[O:9])[CH:6]=[CH:7][C:2]1=[O:1]. The yield is 0.150. (6) The yield is 0.870. The reactants are [CH3:1][O:2][C:3]1[C:8]([N+:9]([O-])=O)=[CH:7][CH:6]=[CH:5][N:4]=1. The product is [CH3:1][O:2][C:3]1[C:8]([NH2:9])=[CH:7][CH:6]=[CH:5][N:4]=1. The catalyst is CO.[Pd]. (7) The reactants are [CH3:1][NH:2][C@@H:3]([C:15]([NH:17][C@H:18]([C:23]([N:25]([C@@H:27]([CH:36]([CH3:38])[CH3:37])/[CH:28]=[C:29](\[CH3:35])/[C:30]([O:32]CC)=[O:31])[CH3:26])=[O:24])[C:19]([CH3:22])([CH3:21])[CH3:20])=[O:16])[C:4]([CH3:14])([CH3:13])[C:5]1[CH:10]=[C:9]([CH3:11])[CH:8]=[C:7]([CH3:12])[CH:6]=1.[OH-].[Li+]. The catalyst is O.CO. The product is [CH3:1][NH:2][C@@H:3]([C:15]([NH:17][C@H:18]([C:23]([N:25]([C@@H:27]([CH:36]([CH3:38])[CH3:37])/[CH:28]=[C:29](/[C:30]([OH:32])=[O:31])\[CH3:35])[CH3:26])=[O:24])[C:19]([CH3:21])([CH3:22])[CH3:20])=[O:16])[C:4]([CH3:14])([CH3:13])[C:5]1[CH:6]=[C:7]([CH3:12])[CH:8]=[C:9]([CH3:11])[CH:10]=1. The yield is 0.667.